Dataset: Forward reaction prediction with 1.9M reactions from USPTO patents (1976-2016). Task: Predict the product of the given reaction. Given the reactants [C:1]1(C)C=CC=CC=1.C(O)C.C(OB(C=C)OCCCC)CCC.[F:24][C:25]1([F:54])[CH2:53][CH:28]2[CH:29]([C:43]3[CH:48]=[CH:47][C:46]([O:49][CH2:50][O:51][CH3:52])=[CH:45][CH:44]=3)[O:30][C:31]3[C:36]([CH:27]2[CH2:26]1)=[CH:35][C:34]([O:37][CH2:38][O:39][CH3:40])=[CH:33][C:32]=3[C:41]#N, predict the reaction product. The product is: [F:24][C:25]1([F:54])[CH2:53][CH:28]2[CH:29]([C:43]3[CH:48]=[CH:47][C:46]([O:49][CH2:50][O:51][CH3:52])=[CH:45][CH:44]=3)[O:30][C:31]3[C:32]([CH:41]=[CH2:1])=[CH:33][C:34]([O:37][CH2:38][O:39][CH3:40])=[CH:35][C:36]=3[CH:27]2[CH2:26]1.